This data is from Reaction yield outcomes from USPTO patents with 853,638 reactions. The task is: Predict the reaction yield, written as a fraction of the theoretical maximum amount of product (1.0 means a 100% yield; for example, 0.34 means a 34% yield). The reactants are [H-].[Na+].[CH3:3][C:4]1[CH:9]=[C:8]([CH2:10][N:11]2[CH2:16][CH2:15][N:14]([CH3:17])[CH2:13][CH2:12]2)[CH:7]=[CH:6][C:5]=1[OH:18].CS(O[CH:24]1[CH2:27][N:26]([C:28]([O:30][C:31]([CH3:34])([CH3:33])[CH3:32])=[O:29])[CH2:25]1)(=O)=O.[OH-].[Na+]. The catalyst is CN(C=O)C.O. The product is [CH3:3][C:4]1[CH:9]=[C:8]([CH2:10][N:11]2[CH2:16][CH2:15][N:14]([CH3:17])[CH2:13][CH2:12]2)[CH:7]=[CH:6][C:5]=1[O:18][CH:24]1[CH2:25][N:26]([C:28]([O:30][C:31]([CH3:34])([CH3:33])[CH3:32])=[O:29])[CH2:27]1. The yield is 0.640.